This data is from Forward reaction prediction with 1.9M reactions from USPTO patents (1976-2016). The task is: Predict the product of the given reaction. (1) Given the reactants [F:1][C:2]([F:25])([F:24])[CH2:3][NH:4][C:5]1[N:10]=[C:9]([NH:11][C:12]2[CH:20]=[CH:19][C:15]([C:16](O)=[O:17])=[CH:14][CH:13]=2)[NH:8][C:7]2=[N:21][CH:22]=[CH:23][C:6]=12.CCN(C(C)C)C(C)C.CN(C(ON1N=NC2C=CC=CC1=2)=[N+](C)C)C.[B-](F)(F)(F)F.[NH:57]1[CH2:62][CH2:61][S:60](=[O:64])(=[O:63])[CH2:59][CH2:58]1, predict the reaction product. The product is: [O:63]=[S:60]1(=[O:64])[CH2:61][CH2:62][N:57]([C:16]([C:15]2[CH:14]=[CH:13][C:12]([NH:11][C:9]3[NH:8][C:7]4=[N:21][CH:22]=[CH:23][C:6]4=[C:5]([NH:4][CH2:3][C:2]([F:1])([F:24])[F:25])[N:10]=3)=[CH:20][CH:19]=2)=[O:17])[CH2:58][CH2:59]1. (2) Given the reactants [CH:1]1([CH2:7][CH2:8][CH2:9][C@@H:10]([C:15]2[O:19][N:18]=[C:17]([CH2:20][O:21][CH2:22][C:23]([O:25][CH2:26][CH3:27])=[O:24])[N:16]=2)[CH2:11][C:12](O)=[O:13])[CH2:6][CH2:5][CH2:4][CH2:3][CH2:2]1.CN1CCOCC1.ClC(OCC(C)C)=O.C[Si](C)(C)[O:45][NH2:46], predict the reaction product. The product is: [CH:1]1([CH2:7][CH2:8][CH2:9][C@@H:10]([C:15]2[O:19][N:18]=[C:17]([CH2:20][O:21][CH2:22][C:23]([O:25][CH2:26][CH3:27])=[O:24])[N:16]=2)[CH2:11][C:12]([NH:46][OH:45])=[O:13])[CH2:6][CH2:5][CH2:4][CH2:3][CH2:2]1.